Dataset: Catalyst prediction with 721,799 reactions and 888 catalyst types from USPTO. Task: Predict which catalyst facilitates the given reaction. (1) Reactant: [Cl:1][C:2]1[CH:3]=[C:4]([C:9]2[S:10][CH:11]=[C:12]([C:15]([CH3:17])=O)[C:13]=2[OH:14])[CH:5]=[CH:6][C:7]=1[Cl:8].[CH3:18][N:19]1[C:23]([CH2:24][NH:25][C:26]([C:28]2[S:29][C:30]([C:33]([NH:35][NH2:36])=[O:34])=[CH:31][CH:32]=2)=[O:27])=[CH:22][CH:21]=[N:20]1.O. Product: [CH3:18][N:19]1[C:23]([CH2:24][NH:25][C:26]([C:28]2[S:29][C:30]([C:33]([NH:35][N:36]=[C:15]([C:12]3[C:13]([OH:14])=[C:9]([C:4]4[CH:5]=[CH:6][C:7]([Cl:8])=[C:2]([Cl:1])[CH:3]=4)[S:10][CH:11]=3)[CH3:17])=[O:34])=[CH:31][CH:32]=2)=[O:27])=[CH:22][CH:21]=[N:20]1. The catalyst class is: 9. (2) Reactant: [CH2:1]([N:8]([CH:23]1[C:32]2[C:27](=[CH:28][CH:29]=[CH:30][CH:31]=2)[O:26][CH2:25][CH:24]1[CH2:33][C:34]1[CH:39]=[CH:38][CH:37]=[CH:36][CH:35]=1)[C:9](=[O:22])[CH2:10][N:11]1C(=O)C2C(=CC=CC=2)C1=O)[C:2]1[CH:7]=[CH:6][CH:5]=[CH:4][CH:3]=1.O.NN. Product: [NH2:11][CH2:10][C:9]([N:8]([CH2:1][C:2]1[CH:7]=[CH:6][CH:5]=[CH:4][CH:3]=1)[CH:23]1[C:32]2[C:27](=[CH:28][CH:29]=[CH:30][CH:31]=2)[O:26][CH2:25][CH:24]1[CH2:33][C:34]1[CH:35]=[CH:36][CH:37]=[CH:38][CH:39]=1)=[O:22]. The catalyst class is: 511. (3) Reactant: [Cl:1][C:2]1[C:3]([C:9]2[C:17]3[C:13](=[CH:14][N:15]([CH3:18])[N:16]=3)[CH:12]=[CH:11][CH:10]=2)=[N:4][CH:5]=[C:6]([Cl:8])[CH:7]=1.Cl. Product: [ClH:1].[Cl:1][C:2]1[C:3]([C:9]2[C:17]3[C:13](=[CH:14][N:15]([CH3:18])[N:16]=3)[CH:12]=[CH:11][CH:10]=2)=[N:4][CH:5]=[C:6]([Cl:8])[CH:7]=1. The catalyst class is: 28. (4) Reactant: [F:1][C:2]1[CH:3]=[N:4][C:5]([N:12]2[CH2:15][CH:14]([NH:16][C:17]3[CH:22]=[CH:21][C:20]([F:23])=[CH:19][C:18]=3[CH3:24])[CH2:13]2)=[C:6]([CH:11]=1)[C:7]([O:9]C)=[O:8].[OH-].[Na+]. Product: [F:1][C:2]1[CH:3]=[N:4][C:5]([N:12]2[CH2:13][CH:14]([NH:16][C:17]3[CH:22]=[CH:21][C:20]([F:23])=[CH:19][C:18]=3[CH3:24])[CH2:15]2)=[C:6]([CH:11]=1)[C:7]([OH:9])=[O:8]. The catalyst class is: 38. (5) Reactant: [C:1]([O:5]N[C@H](CO)C(O)=O)([CH3:4])([CH3:3])[CH3:2].C[N:14]1[CH2:19][CH2:18][O:17]C[CH2:15]1.Cl[C:21](OCC(C)C)=[O:22].[CH2:28]([NH2:35])[C:29]1[CH:34]=[CH:33][CH:32]=[CH:31][CH:30]=1.C(OCC)(=[O:38])C. Product: [CH2:28]([NH:35][C:21](=[O:22])[C@H:19]([NH:14][C:15]([O:5][C:1]([CH3:2])([CH3:3])[CH3:4])=[O:38])[CH2:18][OH:17])[C:29]1[CH:34]=[CH:33][CH:32]=[CH:31][CH:30]=1. The catalyst class is: 69. (6) Reactant: [Br:1][C:2]1[CH:7]=[CH:6][C:5]([F:8])=[C:4](I)[CH:3]=1.[CH2:10]([S:12]([C:15]1[CH:20]=[CH:19][C:18](B(O)O)=[CH:17][CH:16]=1)(=[O:14])=[O:13])[CH3:11].C([O-])([O-])=O.[Na+].[Na+]. Product: [CH2:10]([S:12]([C:15]1[CH:20]=[CH:19][C:18]([C:4]2[CH:3]=[C:2]([Br:1])[CH:7]=[CH:6][C:5]=2[F:8])=[CH:17][CH:16]=1)(=[O:13])=[O:14])[CH3:11]. The catalyst class is: 12. (7) Reactant: C([O-])([O-])=O.[K+].[K+].[OH-].[K+].C(O/[CH:14]=[CH:15]/[C:16]1[C:21]([Cl:22])=[CH:20][N:19]=[C:18]([Cl:23])[N:17]=1)CCC.[I-].[NH2:25][N+:26]1[CH:31]=[CH:30][CH:29]=[CH:28][CH:27]=1. Product: [Cl:23][C:18]1[N:17]=[C:16]([C:15]2[CH:14]=[N:25][N:26]3[CH:31]=[CH:30][CH:29]=[CH:28][C:27]=23)[C:21]([Cl:22])=[CH:20][N:19]=1. The catalyst class is: 58. (8) Product: [CH2:8]([S:47]([C:20]1[N:25]=[C:24]([N:26]([CH2:34][O:35][CH2:36][CH2:37][Si:38]([CH3:39])([CH3:40])[CH3:41])[S:27]([N:30]2[CH2:31][CH2:32][CH2:33]2)(=[O:29])=[O:28])[CH:23]=[C:22]([NH:42][C@H:43]([CH3:46])[CH2:44][OH:45])[N:21]=1)(=[O:51])=[O:50])[C:4]1[CH:3]=[CH:2][CH:7]=[CH:6][CH:5]=1. Reactant: Cl[C:2]1[CH:7]=[CH:6][CH:5]=[C:4]([C:8](OO)=O)[CH:3]=1.C(S[C:20]1[N:25]=[C:24]([N:26]([CH2:34][O:35][CH2:36][CH2:37][Si:38]([CH3:41])([CH3:40])[CH3:39])[S:27]([N:30]2[CH2:33][CH2:32][CH2:31]2)(=[O:29])=[O:28])[CH:23]=[C:22]([NH:42][C@H:43]([CH3:46])[CH2:44][OH:45])[N:21]=1)C1C=CC=CC=1.[S:47]([O-:51])([O-:50])(=O)=S.[Na+].[Na+]. The catalyst class is: 2. (9) Reactant: [NH2:1][C:2]1[CH:9]=[CH:8][C:5]([C:6]#[N:7])=[CH:4][C:3]=1[NH:10][CH3:11].[NH2:12][C:13]1[S:14][C:15]2[CH:21]=[C:20]([O:22][C:23]([F:26])([F:25])[F:24])[CH:19]=[CH:18][C:16]=2[N:17]=1.[C:27](N1C=CN=C1)(N1C=CN=C1)=S. Product: [CH3:27][N:1]1[C:2]2[CH:9]=[CH:8][C:5]([C:6]#[N:7])=[CH:4][C:3]=2[N:10]=[C:11]1[NH:12][C:13]1[S:14][C:15]2[CH:21]=[C:20]([O:22][C:23]([F:26])([F:24])[F:25])[CH:19]=[CH:18][C:16]=2[N:17]=1. The catalyst class is: 344. (10) The catalyst class is: 126. Product: [ClH:22].[CH2:1]([O:8][C:9]1[CH:15]=[C:14]([Br:16])[CH:13]=[CH:12][C:10]=1[NH:11][NH2:17])[C:2]1[CH:3]=[CH:4][CH:5]=[CH:6][CH:7]=1. Reactant: [CH2:1]([O:8][C:9]1[CH:15]=[C:14]([Br:16])[CH:13]=[CH:12][C:10]=1[NH2:11])[C:2]1[CH:7]=[CH:6][CH:5]=[CH:4][CH:3]=1.[N:17]([O-])=O.[Na+].[Sn](Cl)[Cl:22].[OH-].[Na+].